Dataset: Full USPTO retrosynthesis dataset with 1.9M reactions from patents (1976-2016). Task: Predict the reactants needed to synthesize the given product. (1) Given the product [Cl:7][C:8]1[CH:33]=[CH:35][C:36]2[O:37][C:38]3[CH:34]=[CH:30][CH:31]=[CH:13][C:14]=3[C@@H:15]3[C@H:20]([NH:21][C:22](=[NH:4])[C:23]([F:26])([F:25])[F:24])[CH2:19][CH2:18][CH2:17][N:16]3[C:10]=2[CH:9]=1, predict the reactants needed to synthesize it. The reactants are: FC(F)(F)C#[N:4].[Cl:7][C:8]1[CH:33]=CC2O[C:13]3[CH:31]=[CH:30]C=C[C:14]=3[C@@H:15]3[C@H:20]([NH:21][C:22](=O)[C:23]([F:26])([F:25])[F:24])[CH2:19][CH2:18][CH2:17][N:16]3[C:10]=2[CH:9]=1.[CH2:34]1[CH2:38][O:37][CH2:36][CH2:35]1. (2) Given the product [F:13][CH:2]([F:1])[O:3][C:4]1[CH:5]=[CH:6][C:7]([C:8]([N:63]2[CH2:64][CH2:65][CH:60]([O:59][C:58]3[N:57]=[CH:56][N:55]=[C:54]4[N:50]([C:41]5[CH:42]=[CH:43][C:44]([S:46]([CH3:49])(=[O:48])=[O:47])=[CH:45][C:40]=5[F:39])[N:51]=[CH:52][C:53]=34)[CH2:61][CH2:62]2)=[O:10])=[CH:11][CH:12]=1, predict the reactants needed to synthesize it. The reactants are: [F:1][CH:2]([F:13])[O:3][C:4]1[CH:12]=[CH:11][C:7]([C:8]([OH:10])=O)=[CH:6][CH:5]=1.CN(C(ON1N=NC2C=CC=NC1=2)=[N+](C)C)C.F[P-](F)(F)(F)(F)F.Cl.[F:39][C:40]1[CH:45]=[C:44]([S:46]([CH3:49])(=[O:48])=[O:47])[CH:43]=[CH:42][C:41]=1[N:50]1[C:54]2=[N:55][CH:56]=[N:57][C:58]([O:59][CH:60]3[CH2:65][CH2:64][NH:63][CH2:62][CH2:61]3)=[C:53]2[CH:52]=[N:51]1.C(N(CC)CC)C. (3) Given the product [NH2:5][C:6]1[N:7]=[CH:8][C:9]([S:1][CH2:2][CH2:15][OH:16])=[N:10][CH:11]=1, predict the reactants needed to synthesize it. The reactants are: [SH:1][CH:2](O)C.[NH2:5][C:6]1[CH:11]=[N:10][C:9](Br)=[CH:8][N:7]=1.CN(C)[CH:15]=[O:16]. (4) The reactants are: C(OC([N:8]1[CH2:13][CH:12]2[CH2:14][CH:9]1[CH2:10][N:11]2[C:15]1[N:20]2[CH:21]=[CH:22][N:23]=[C:19]2[CH:18]=[C:17]([C:24]2[CH:29]=[CH:28][N:27]=[C:26]([NH:30][CH2:31][C:32]3[CH:37]=[CH:36][CH:35]=[CH:34][CH:33]=3)[CH:25]=2)[N:16]=1)=O)(C)(C)C.CO.ClCCl.C(=O)(O)[O-].[Na+]. Given the product [CH2:31]([NH:30][C:26]1[CH:25]=[C:24]([C:17]2[N:16]=[C:15]([N:11]3[CH2:10][CH:9]4[CH2:14][CH:12]3[CH2:13][NH:8]4)[N:20]3[CH:21]=[CH:22][N:23]=[C:19]3[CH:18]=2)[CH:29]=[CH:28][N:27]=1)[C:32]1[CH:33]=[CH:34][CH:35]=[CH:36][CH:37]=1, predict the reactants needed to synthesize it. (5) Given the product [Cl:47][C:48]1[CH:56]=[CH:55][C:51]([CH2:52][N:53]([CH3:54])[C:10](=[O:11])[CH:9]([C:4]2[CH:5]=[CH:6][C:7]([Cl:8])=[C:2]([Cl:1])[CH:3]=2)[CH2:13][CH2:14][N:15]2[CH2:20][CH2:19][N:18]([S:21]([CH3:24])(=[O:23])=[O:22])[CH2:17][CH2:16]2)=[CH:50][CH:49]=1, predict the reactants needed to synthesize it. The reactants are: [Cl:1][C:2]1[CH:3]=[C:4]([CH:9]([CH2:13][CH2:14][N:15]2[CH2:20][CH2:19][N:18]([S:21]([CH3:24])(=[O:23])=[O:22])[CH2:17][CH2:16]2)[C:10](O)=[O:11])[CH:5]=[CH:6][C:7]=1[Cl:8].CN(C(ON1N=NC2C=CC=CC1=2)=[N+](C)C)C.[B-](F)(F)(F)F.[Cl:47][C:48]1[CH:56]=[CH:55][C:51]([CH2:52][NH:53][CH3:54])=[CH:50][CH:49]=1.C(N(CC)C(C)C)(C)C. (6) Given the product [F:1][C:2]1[CH:29]=[CH:28][CH:27]=[CH:26][C:3]=1[CH2:4][N:5]1[C:9]2[CH2:10][CH2:11][CH2:12][C:8]=2[C:7]([C:13]2[N:14]=[C:15]([NH:33][CH2:32][C:31]([F:35])([F:34])[F:30])[C:16]3[C:21]([CH3:23])([CH3:22])[C:20](=[O:24])[NH:19][C:17]=3[N:18]=2)=[N:6]1, predict the reactants needed to synthesize it. The reactants are: [F:1][C:2]1[CH:29]=[CH:28][CH:27]=[CH:26][C:3]=1[CH2:4][N:5]1[C:9]2[CH2:10][CH2:11][CH2:12][C:8]=2[C:7]([C:13]2[N:14]=[C:15](I)[C:16]3[C:21]([CH3:23])([CH3:22])[C:20](=[O:24])[NH:19][C:17]=3[N:18]=2)=[N:6]1.[F:30][C:31]([F:35])([F:34])[CH2:32][NH2:33]. (7) Given the product [ClH:45].[CH3:21][N:19]([CH3:20])[C:17]1[C:16]([NH:22][S:42]([C:39]2[CH:40]=[CH:41][C:36]([O:35][CH2:34][C:33]3[CH:46]=[CH:47][C:30]([F:29])=[CH:31][CH:32]=3)=[CH:37][CH:38]=2)(=[O:43])=[O:44])=[CH:15][C:12]2[CH2:13][CH2:14][N:8]([CH3:6])[CH2:9][CH2:10][C:11]=2[CH:18]=1, predict the reactants needed to synthesize it. The reactants are: C(O[C:6]([N:8]1[CH2:14][CH2:13][C:12]2[CH:15]=[C:16]([NH2:22])[C:17]([N:19]([CH3:21])[CH3:20])=[CH:18][C:11]=2[CH2:10][CH2:9]1)=O)(C)(C)C.N1C=CC=CC=1.[F:29][C:30]1[CH:47]=[CH:46][C:33]([CH2:34][O:35][C:36]2[CH:41]=[CH:40][C:39]([S:42]([Cl:45])(=[O:44])=[O:43])=[CH:38][CH:37]=2)=[CH:32][CH:31]=1.C(O[BH-](OC(=O)C)OC(=O)C)(=O)C.[Na+].C(=O)(O)[O-].[Na+]. (8) Given the product [Br:18][C:19]1[CH:20]=[C:21]([S:25]([C:28](=[CH:8][C:7]2[CH:6]=[C:5]([C:1]([CH3:4])([CH3:3])[CH3:2])[C:12]([OH:13])=[C:11]([C:14]([CH3:17])([CH3:16])[CH3:15])[CH:10]=2)[C:29]#[N:30])(=[O:26])=[O:27])[CH:22]=[CH:23][CH:24]=1, predict the reactants needed to synthesize it. The reactants are: [C:1]([C:5]1[CH:6]=[C:7]([CH:10]=[C:11]([C:14]([CH3:17])([CH3:16])[CH3:15])[C:12]=1[OH:13])[CH:8]=O)([CH3:4])([CH3:3])[CH3:2].[Br:18][C:19]1[CH:20]=[C:21]([S:25]([CH2:28][C:29]#[N:30])(=[O:27])=[O:26])[CH:22]=[CH:23][CH:24]=1. (9) Given the product [NH2:8][CH2:9][C:10]1[C:11]([C:36]2[CH:41]=[CH:40][C:39]([CH3:42])=[CH:38][CH:37]=2)=[C:12]([CH2:21][O:22][C:23]2[C:31]3[C:26](=[CH:27][CH:28]=[CH:29][CH:30]=3)[NH:25][C:24]=2[C:32]([O:34][CH3:35])=[O:33])[C:13]([CH3:20])=[N:14][C:15]=1[CH2:16][CH:17]([CH3:19])[CH3:18], predict the reactants needed to synthesize it. The reactants are: C(OC([NH:8][CH2:9][C:10]1[C:11]([C:36]2[CH:41]=[CH:40][C:39]([CH3:42])=[CH:38][CH:37]=2)=[C:12]([CH2:21][O:22][C:23]2[C:31]3[C:26](=[CH:27][CH:28]=[CH:29][CH:30]=3)[NH:25][C:24]=2[C:32]([O:34][CH3:35])=[O:33])[C:13]([CH3:20])=[N:14][C:15]=1[CH2:16][CH:17]([CH3:19])[CH3:18])=O)(C)(C)C.C(=O)([O-])O.[Na+].